Dataset: Full USPTO retrosynthesis dataset with 1.9M reactions from patents (1976-2016). Task: Predict the reactants needed to synthesize the given product. (1) Given the product [CH3:30][S:31]([C:2]1[CH:7]=[CH:6][C:5]([C:8]2[N:13]=[CH:12][C:11]([O:14][CH2:15][CH:16]3[CH2:21][CH2:20][N:19]([C:22]([O:24][C:25]([CH3:28])([CH3:27])[CH3:26])=[O:23])[CH2:18][CH2:17]3)=[CH:10][N:9]=2)=[CH:4][CH:3]=1)(=[O:33])=[O:32], predict the reactants needed to synthesize it. The reactants are: Br[C:2]1[CH:7]=[CH:6][C:5]([C:8]2[N:13]=[CH:12][C:11]([O:14][CH2:15][CH:16]3[CH2:21][CH2:20][N:19]([C:22]([O:24][C:25]([CH3:28])([CH3:27])[CH3:26])=[O:23])[CH2:18][CH2:17]3)=[CH:10][N:9]=2)=[CH:4][CH:3]=1.[Na+].[CH3:30][S:31]([O-:33])=[O:32].N1CCC[C@H]1C(O)=O.[OH-].[Na+]. (2) Given the product [Cl:1][C:2]1[C:3]2[CH:13]=[CH:12][C:11](=[O:14])[N:10]([C:15]3[C:16]([F:22])=[CH:17][CH:18]=[CH:19][C:20]=3[F:21])[C:4]=2[N:5]=[C:6]([S:8]([CH3:9])=[O:31])[N:7]=1, predict the reactants needed to synthesize it. The reactants are: [Cl:1][C:2]1[C:3]2[CH:13]=[CH:12][C:11](=[O:14])[N:10]([C:15]3[C:20]([F:21])=[CH:19][CH:18]=[CH:17][C:16]=3[F:22])[C:4]=2[N:5]=[C:6]([S:8][CH3:9])[N:7]=1.C1C=C(Cl)C=C(C(OO)=[O:31])C=1. (3) Given the product [NH2:18][C:19]1[O:20][CH2:21][C:22]2([C:36]3[C:31](=[N:32][CH:33]=[C:34]([O:37][CH2:38][C:39](=[O:41])[CH3:40])[CH:35]=3)[O:30][C:29]3[C:24]2=[CH:25][C:26]([C:6]2[CH:7]=[C:2]([Cl:1])[CH:3]=[CH:4][C:5]=2[F:11])=[CH:27][CH:28]=3)[N:23]=1, predict the reactants needed to synthesize it. The reactants are: [Cl:1][C:2]1[CH:3]=[CH:4][C:5]([F:11])=[C:6](B(O)O)[CH:7]=1.C(=O)([O-])[O-].[K+].[K+].[NH2:18][C:19]1[O:20][CH2:21][C:22]2([C:36]3[C:31](=[N:32][CH:33]=[C:34]([O:37][CH2:38][C:39](=[O:41])[CH3:40])[CH:35]=3)[O:30][C:29]3[C:24]2=[CH:25][C:26](Br)=[CH:27][CH:28]=3)[N:23]=1.O1CCOCC1. (4) The reactants are: [CH3:1][C:2]1([C:7]2[O:11][C:10]([CH2:12][N:13]3[CH:17]=[CH:16][C:15]([NH2:18])=[N:14]3)=[CH:9][CH:8]=2)[O:6]CCO1.[C:19]1([C:34]2[CH:39]=[CH:38][CH:37]=[CH:36][CH:35]=2)[CH:24]=[CH:23][CH:22]=[C:21]([C:25]2[O:29][C:28]([CH3:30])=[N:27][C:26]=2[C:31](O)=[O:32])[CH:20]=1. Given the product [C:2]([C:7]1[O:11][C:10]([CH2:12][N:13]2[CH:17]=[CH:16][C:15]([NH:18][C:31]([C:26]3[N:27]=[C:28]([CH3:30])[O:29][C:25]=3[C:21]3[CH:20]=[C:19]([C:34]4[CH:39]=[CH:38][CH:37]=[CH:36][CH:35]=4)[CH:24]=[CH:23][CH:22]=3)=[O:32])=[N:14]2)=[CH:9][CH:8]=1)(=[O:6])[CH3:1], predict the reactants needed to synthesize it. (5) Given the product [Cl:1][C:2]1[C:7]([C:8]([F:10])([F:9])[F:11])=[CH:6][CH:5]=[CH:4][C:3]=1[C:12]([N:14]1[CH2:19][CH2:18][C:17]2[N:20]([C:23]3[CH:28]=[C:27]([CH3:29])[CH:26]=[C:25]([CH3:30])[N:24]=3)[N:21]=[N:22][C:16]=2[CH:15]1[CH3:31])=[O:13], predict the reactants needed to synthesize it. The reactants are: [Cl:1][C:2]1[C:7]([C:8]([F:11])([F:10])[F:9])=[CH:6][CH:5]=[CH:4][C:3]=1[C:12]([N:14]1[CH:19]=[CH:18][C:17]2[N:20]([C:23]3[CH:28]=[C:27]([CH3:29])[CH:26]=[C:25]([CH3:30])[N:24]=3)[N:21]=[N:22][C:16]=2[CH:15]1[CH3:31])=[O:13].ClC1C(C(F)(F)F)=CC=CC=1C(N1C=CC2N(C3C(C)=CC(C)=CN=3)N=NC=2C1C)=O.C1COCC1. (6) Given the product [CH2:1]([N:8]1[CH2:13][CH2:12][O:11][CH2:10][CH2:9]1)[CH:2]1[O:6][CH2:5][CH2:4][CH2:3]1, predict the reactants needed to synthesize it. The reactants are: [CH2:1](Br)[CH:2]1[O:6][CH2:5][CH2:4][CH2:3]1.[NH:8]1[CH2:13][CH2:12][O:11][CH2:10][CH2:9]1.[I-].[Na+].O1CCCC1. (7) Given the product [C:33]([O:32][C:30](=[O:31])[CH2:14][CH2:10][NH:9][C:4]1[CH:5]=[CH:6][C:7]([C:22]([F:23])([F:24])[F:25])=[C:2]([Cl:1])[CH:3]=1)([CH3:36])([CH3:35])[CH3:34], predict the reactants needed to synthesize it. The reactants are: [Cl:1][C:2]1[CH:3]=[C:4]([NH:9][C@H:10]([CH3:14])C(O)=O)[CH:5]=[CH:6][C:7]=1Cl.BrC1C=CC([C:22]([F:25])([F:24])[F:23])=C(Cl)C=1.BrCC[C:30]([O:32][C:33]([CH3:36])([CH3:35])[CH3:34])=[O:31]. (8) Given the product [OH:8][C:6]1[CH:5]=[C:4]([CH2:9][CH2:10][CH2:11][CH2:12][N:13]2[C:21](=[O:22])[C:20]3[C:15](=[CH:16][CH:17]=[CH:18][CH:19]=3)[C:14]2=[O:23])[CH:3]=[CH:2][CH:7]=1, predict the reactants needed to synthesize it. The reactants are: Br[C:2]1[CH:3]=[C:4]([CH:9]=[CH:10][CH2:11][CH2:12][N:13]2[C:21](=[O:22])[C:20]3[C:15](=[CH:16][CH:17]=[CH:18][CH:19]=3)[C:14]2=[O:23])[CH:5]=[C:6]([OH:8])[CH:7]=1.O.C(OCC)(=O)C. (9) Given the product [Cl:18][CH2:19][C:7]([C@@H:3]1[CH2:4][C@@H:5]2[C@@H:1]([CH2:6]2)[N:2]1[C:11]([O:13][C:14]([CH3:17])([CH3:16])[CH3:15])=[O:12])=[O:9], predict the reactants needed to synthesize it. The reactants are: [C@@H:1]12[CH2:6][C@@H:5]1[CH2:4][C@@H:3]([C:7]([O:9]C)=O)[N:2]2[C:11]([O:13][C:14]([CH3:17])([CH3:16])[CH3:15])=[O:12].[Cl:18][CH2:19]I.[Li+].CC([N-]C(C)C)C.C(=O)=O.CC(O)C.